Dataset: Full USPTO retrosynthesis dataset with 1.9M reactions from patents (1976-2016). Task: Predict the reactants needed to synthesize the given product. (1) Given the product [Br:10][C:7]1[CH:8]=[CH:9][C:2]([N:1]2[C:19](=[O:20])[C:18]3[C:17](=[CH:25][CH:24]=[CH:23][CH:22]=3)[C:16]2=[O:21])=[C:3]([CH:6]=1)[CH:4]=[O:5], predict the reactants needed to synthesize it. The reactants are: [NH2:1][C:2]1[CH:9]=[CH:8][C:7]([Br:10])=[CH:6][C:3]=1[CH:4]=[O:5].C1COCC1.[C:16]1(=O)[O:21][C:19](=[O:20])[C:18]2=[CH:22][CH:23]=[CH:24][CH:25]=[C:17]12. (2) Given the product [C:20]1([C:1]2[O:2][C:3]3[CH:9]=[C:8]([OH:10])[CH:7]=[CH:6][C:4]=3[N:5]=2)[C:21]2[C:16](=[CH:15][CH:14]=[CH:13][CH:12]=2)[CH:17]=[CH:18][CH:19]=1, predict the reactants needed to synthesize it. The reactants are: [CH3:1][O:2][C:3]1[CH:9]=[C:8]([O:10]C)[CH:7]=[CH:6][C:4]=1[NH2:5].[C:12]1(C(O)=O)[C:21]2[C:16](=[CH:17][CH:18]=[CH:19][CH:20]=2)[CH:15]=[CH:14][CH:13]=1. (3) Given the product [C:1]([NH:4][C@@H:5]1[C@@H:10]([NH:11][C:12](=[O:34])[CH2:13][CH2:14][CH2:15]/[CH:16]=[CH:17]\[CH2:18]/[CH:19]=[CH:20]\[CH2:21]/[CH:22]=[CH:23]\[CH2:24]/[CH:25]=[CH:26]\[CH2:27]/[CH:28]=[CH:29]\[CH2:30][CH3:31])[CH2:9][C:8]([C:35]([O:37][CH2:38][CH3:39])=[O:36])=[CH:7][C@H:6]1[O:40][CH:41]([CH2:42][CH3:43])[CH2:44][CH3:45])(=[O:3])[CH3:2], predict the reactants needed to synthesize it. The reactants are: [C:1]([NH:4][C@@H:5]1[C@@H:10]([NH:11][C:12](=[O:34])[CH2:13][CH2:14]/[CH:15]=[CH:16]\[CH2:17]/[CH:18]=[CH:19]\[CH2:20]/[CH:21]=[CH:22]\[CH2:23]/[CH:24]=[CH:25]\[CH2:26]/[CH:27]=[CH:28]\[CH2:29]/[CH:30]=[CH:31]\CC)[CH2:9][C:8]([C:35]([O:37][CH2:38][CH3:39])=[O:36])=[CH:7][C@H:6]1[O:40][CH:41]([CH2:44][CH3:45])[CH2:42][CH3:43])(=[O:3])[CH3:2].C(O)(=O)CCC/C=C\C/C=C\C/C=C\C/C=C\C/C=C\CC. (4) Given the product [Br:13][C:14]1[CH:15]=[N:16][CH:17]=[C:18]([F:20])[C:19]=1[C:23]1([OH:25])[CH2:24][O:21][CH2:22]1, predict the reactants needed to synthesize it. The reactants are: [Li]CCCC.C(NC(C)C)(C)C.[Br:13][C:14]1[CH:15]=[N:16][CH:17]=[C:18]([F:20])[CH:19]=1.[O:21]1[CH2:24][C:23](=[O:25])[CH2:22]1. (5) Given the product [CH2:17]([O:25][SiH3:7])[CH2:18][CH2:19][CH2:20][CH2:21][CH2:22][CH2:23][CH3:24], predict the reactants needed to synthesize it. The reactants are: C1([Si:7](OCC)(OCC)OCC)C=CC=CC=1.[CH2:17]([OH:25])[CH2:18][CH2:19][CH2:20][CH2:21][CH2:22][CH2:23][CH3:24].